Dataset: Reaction yield outcomes from USPTO patents with 853,638 reactions. Task: Predict the reaction yield, written as a fraction of the theoretical maximum amount of product (1.0 means a 100% yield; for example, 0.34 means a 34% yield). (1) The reactants are [C:1](=[O:25])([O:23][CH3:24])[O:2][C:3]1[CH:8]=[C:7]([N+:9]([O-])=O)[C:6]([C:12]#[C:13][CH2:14][N:15]([CH3:17])[CH3:16])=[CH:5][C:4]=1[CH:18]1[CH2:22][CH2:21][CH2:20][CH2:19]1. The catalyst is C(O)(=O)C.O.CO.[Zn]. The product is [C:1](=[O:25])([O:23][CH3:24])[O:2][C:3]1[CH:8]=[C:7]([NH2:9])[C:6]([C:12]#[C:13][CH2:14][N:15]([CH3:17])[CH3:16])=[CH:5][C:4]=1[CH:18]1[CH2:19][CH2:20][CH2:21][CH2:22]1. The yield is 0.570. (2) The reactants are [F:1][C:2]1([F:11])[CH2:5][CH:4]([C:6]([N:8]([CH3:10])[CH3:9])=O)[CH2:3]1.[H-].[Al+3].[Li+].[H-].[H-].[H-]. The catalyst is C1COCC1. The product is [F:1][C:2]1([F:11])[CH2:5][CH:4]([CH2:6][N:8]([CH3:10])[CH3:9])[CH2:3]1. The yield is 0.547. (3) The reactants are Br[CH2:2][CH2:3][C@H:4]([NH:10][NH:11][C:12]([O:14][C:15]([CH3:18])([CH3:17])[CH3:16])=[O:13])[C:5]([O:7][CH2:8][CH3:9])=[O:6].[Li+].C[Si]([N-][Si](C)(C)C)(C)C. The catalyst is C1COCC1. The product is [N:11]1([C:12]([O:14][C:15]([CH3:18])([CH3:17])[CH3:16])=[O:13])[CH2:2][CH2:3][C@@H:4]([C:5]([O:7][CH2:8][CH3:9])=[O:6])[NH:10]1. The yield is 0.520. (4) The reactants are [C:1]([CH2:3][C:4]1[CH:13]=[CH:12][CH:11]=[CH:10][C:5]=1[C:6](OC)=[O:7])#[N:2].[Cl-].[Cl-].[Ca+2].[BH4-].[Na+].C([O-])(O)=O.[Na+]. The catalyst is O1CCCC1.C(OCC)(=O)C. The product is [OH:7][CH2:6][C:5]1[CH:10]=[CH:11][CH:12]=[CH:13][C:4]=1[CH2:3][C:1]#[N:2]. The yield is 0.770. (5) The reactants are [OH:1][CH2:2][C:3]1[CH:8]=[CH:7][C:6](NC(=O)CSCCC(OC)=O)=[CH:5][CH:4]=1.CSC1C=C[C:25]([CH2:28][OH:29])=[CH:24]C=1.BrCCC[C:34]1[CH:42]=[CH:41][CH:40]=[C:36]([C:37](N)=[O:38])[C:35]=1[C:43]([NH2:45])=[O:44].C(OCBr)(=O)C. The catalyst is C1COCC1.CN(C=O)C. The product is [O:44]=[C:43]1[C:35]2[C:36](=[CH:40][CH:41]=[CH:42][CH:34]=2)[C:37](=[O:38])[N:45]1[CH2:24][CH2:25][CH2:28][O:29][C:7]1[CH:8]=[C:3]([CH:4]=[CH:5][CH:6]=1)[CH:2]=[O:1]. The yield is 0.700.